From a dataset of Full USPTO retrosynthesis dataset with 1.9M reactions from patents (1976-2016). Predict the reactants needed to synthesize the given product. (1) Given the product [Cl:8][C:5]1[N:6]=[CH:7][C:2]([CH2:19][CH2:20][OH:21])=[C:3]([CH:9]2[O:13][CH2:12][CH2:11][O:10]2)[CH:4]=1, predict the reactants needed to synthesize it. The reactants are: Br[C:2]1[C:3]([CH:9]2[O:13][CH2:12][CH2:11][O:10]2)=[CH:4][C:5]([Cl:8])=[N:6][CH:7]=1.[Li]CCCC.[CH2:19]1[O:21][CH2:20]1.B(F)(F)F.CCOCC. (2) Given the product [CH2:13]([O:15][C:16](=[O:20])[CH2:17][CH2:18][NH:19][CH2:10][C:5]1[C:6]([NH2:9])=[N:7][CH:8]=[C:3]([Br:2])[CH:4]=1)[CH3:14], predict the reactants needed to synthesize it. The reactants are: Br.[Br:2][C:3]1[CH:4]=[C:5]([CH2:10]Br)[C:6]([NH2:9])=[N:7][CH:8]=1.Cl.[CH2:13]([O:15][C:16](=[O:20])[CH2:17][CH2:18][NH2:19])[CH3:14].C(N(CC)C(C)C)(C)C. (3) Given the product [OH:16][CH2:15][C:14]#[C:13][CH2:12][CH2:11][CH2:10][O:9][C:2]([CH3:1])([CH3:8])[C:3]([O:5][CH2:6][CH3:7])=[O:4], predict the reactants needed to synthesize it. The reactants are: [CH3:1][C:2]([O:9][CH2:10][CH2:11][CH2:12][C:13]#[C:14][CH2:15][O:16]C1CCCCO1)([CH3:8])[C:3]([O:5][CH2:6][CH3:7])=[O:4]. (4) Given the product [CH2:1]([O:8][C:9]1[C:14]([F:15])=[CH:13][C:12]([C:16]2[N:21]=[C:20]([NH:43][CH2:42][C:41]3[CH:56]=[CH:57][CH:58]=[CH:59][C:40]=3[N:39]([CH3:38])[S:60]([CH3:63])(=[O:62])=[O:61])[C:19]3[C:23]([I:32])=[N:24][N:25]([CH:26]4[CH2:31][CH2:30][CH2:29][CH2:28][O:27]4)[C:18]=3[CH:17]=2)=[C:11]([CH2:33][C:34]([F:37])([F:36])[F:35])[CH:10]=1)[C:2]1[CH:7]=[CH:6][CH:5]=[CH:4][CH:3]=1, predict the reactants needed to synthesize it. The reactants are: [CH2:1]([O:8][C:9]1[C:14]([F:15])=[CH:13][C:12]([C:16]2[N+:21]([O-])=[CH:20][C:19]3[C:23]([I:32])=[N:24][N:25]([CH:26]4[CH2:31][CH2:30][CH2:29][CH2:28][O:27]4)[C:18]=3[CH:17]=2)=[C:11]([CH2:33][C:34]([F:37])([F:36])[F:35])[CH:10]=1)[C:2]1[CH:7]=[CH:6][CH:5]=[CH:4][CH:3]=1.[CH3:38][N:39]([S:60]([CH3:63])(=[O:62])=[O:61])[C:40]1[CH:59]=[CH:58][CH:57]=[CH:56][C:41]=1[CH2:42][NH:43]C(=O)OC1C=CC([N+]([O-])=O)=CC=1.C(N(CC)CC)C.